Dataset: Catalyst prediction with 721,799 reactions and 888 catalyst types from USPTO. Task: Predict which catalyst facilitates the given reaction. (1) The catalyst class is: 6. Reactant: [BrH:1].[CH3:2][C:3]1[CH:4]=[C:5]([N+:10]([O-:12])=[O:11])[C:6](N)=[N:7][CH:8]=1.BrBr.N([O-])=O.[Na+].[OH-].[Na+]. Product: [Br:1][C:6]1[C:5]([N+:10]([O-:12])=[O:11])=[CH:4][C:3]([CH3:2])=[CH:8][N:7]=1. (2) Reactant: N[C:2]1[CH:12]=[CH:11][C:5]([C:6]([O:8][CH2:9][CH3:10])=[O:7])=[C:4]([NH:13][C@H:14]2[CH2:19][CH2:18][CH2:17][CH2:16][C@@H:15]2[N:20]2[CH2:24][CH2:23][CH2:22][CH2:21]2)[CH:3]=1.N([O-])=O.[Na+].[F:29]B(F)F.F. Product: [F:29][C:2]1[CH:12]=[CH:11][C:5]([C:6]([O:8][CH2:9][CH3:10])=[O:7])=[C:4]([NH:13][C@H:14]2[CH2:19][CH2:18][CH2:17][CH2:16][C@@H:15]2[N:20]2[CH2:24][CH2:23][CH2:22][CH2:21]2)[CH:3]=1. The catalyst class is: 6. (3) Reactant: [CH3:1][CH:2]1[CH2:6][CH2:5][CH2:4][N:3]1[CH2:7][CH2:8][CH2:9][O:10][C:11]1[CH:16]=[CH:15][C:14]([C:17]2[S:18][C:19]3[CH2:24][CH:23]([NH2:25])[CH2:22][C:20]=3[N:21]=2)=[CH:13][CH:12]=1.C(N(CC)CC)C.[C:33](Cl)(=[O:35])[CH3:34]. Product: [CH3:1][CH:2]1[CH2:6][CH2:5][CH2:4][N:3]1[CH2:7][CH2:8][CH2:9][O:10][C:11]1[CH:16]=[CH:15][C:14]([C:17]2[S:18][C:19]3[CH2:24][CH:23]([NH:25][C:33](=[O:35])[CH3:34])[CH2:22][C:20]=3[N:21]=2)=[CH:13][CH:12]=1. The catalyst class is: 4. (4) Reactant: [I:1][C:2]1[CH:7]=[CH:6][CH:5]=[CH:4][CH:3]=1.C1(P(C2C=CC=CC=2)C2C=CC=CC=2)C=CC=CC=1.[N:27]1([CH2:33][CH:34]([OH:36])[CH3:35])[CH2:32][CH2:31][CH2:30][CH2:29][CH2:28]1.N(C(OC(C)C)=O)=NC(OC(C)C)=O. Product: [I:1][C:2]1[CH:7]=[CH:6][C:5]([O:36][CH:34]([CH3:35])[CH2:33][N:27]2[CH2:32][CH2:31][CH2:30][CH2:29][CH2:28]2)=[CH:4][CH:3]=1. The catalyst class is: 34. (5) Product: [CH:20]([C:15]1[CH:14]=[C:13]2[C:18]([CH2:19][N:11]([C:7]3[CH:6]=[C:5]4[C:10](=[CH:9][CH:8]=3)[N:2]([CH3:1])[CH:3]=[CH:4]4)[C:12]2=[O:23])=[CH:17][CH:16]=1)([CH2:21][CH3:22])[CH3:24]. Reactant: [CH3:1][N:2]1[C:10]2[C:5](=[CH:6][C:7]([N:11]3[CH2:19][C:18]4[C:13](=[CH:14][C:15](/[CH:20]=[CH:21]\[CH3:22])=[CH:16][CH:17]=4)[C:12]3=[O:23])=[CH:8][CH:9]=2)[CH:4]=[CH:3]1.[CH2:24](O)C.C1COCC1. The catalyst class is: 45. (6) Reactant: [Cl:1][C:2]1[CH:31]=[CH:30][CH:29]=[C:28]([CH:32]2[CH2:35][CH2:34][CH2:33]2)[C:3]=1[C:4]([N:6]1[C:14]2[C:9](=[N:10][CH:11]=[CH:12][CH:13]=2)[C:8]([C:15]2[C:25]([F:26])=[CH:24][C:18]([C:19]([O:21]CC)=[O:20])=[CH:17][C:16]=2[F:27])=[N:7]1)=[O:5].[Li+].[OH-]. Product: [Cl:1][C:2]1[CH:31]=[CH:30][CH:29]=[C:28]([CH:32]2[CH2:35][CH2:34][CH2:33]2)[C:3]=1[C:4]([N:6]1[C:14]2[C:9](=[N:10][CH:11]=[CH:12][CH:13]=2)[C:8]([C:15]2[C:16]([F:27])=[CH:17][C:18]([C:19]([OH:21])=[O:20])=[CH:24][C:25]=2[F:26])=[N:7]1)=[O:5]. The catalyst class is: 24. (7) Reactant: [CH3:1][N:2]1[C:6]2[CH:7]=[CH:8][C:9]([N:11]3[CH:16]=[C:15]([C:17](O)=[O:18])[C:14](=[O:20])[N:13]([C@H:21]4[C:29]5[C:24](=[C:25]([C:30]([F:33])([F:32])[F:31])[CH:26]=[CH:27][CH:28]=5)[CH2:23][CH2:22]4)[C:12]3=[O:34])=[CH:10][C:5]=2[O:4][C:3]1=[O:35].[N:36]#[C:37][NH2:38].C1(N=C=NC2CCCCC2)CCCCC1. Product: [C:37]([NH:38][C:17]([C:15]1[C:14](=[O:20])[N:13]([C@H:21]2[C:29]3[C:24](=[C:25]([C:30]([F:31])([F:33])[F:32])[CH:26]=[CH:27][CH:28]=3)[CH2:23][CH2:22]2)[C:12](=[O:34])[N:11]([C:9]2[CH:8]=[CH:7][C:6]3[N:2]([CH3:1])[C:3](=[O:35])[O:4][C:5]=3[CH:10]=2)[CH:16]=1)=[O:18])#[N:36]. The catalyst class is: 119.